Dataset: Full USPTO retrosynthesis dataset with 1.9M reactions from patents (1976-2016). Task: Predict the reactants needed to synthesize the given product. Given the product [Cl:1][C:2]1[C:7]([Cl:8])=[CH:6][C:5]([NH2:9])=[C:4]([CH2:10][CH3:11])[CH:3]=1, predict the reactants needed to synthesize it. The reactants are: [Cl:1][C:2]1[C:7]([Cl:8])=[CH:6][C:5]([NH2:9])=[C:4]([CH:10]=[CH2:11])[CH:3]=1.